Task: Predict the product of the given reaction.. Dataset: Forward reaction prediction with 1.9M reactions from USPTO patents (1976-2016) (1) Given the reactants Cl.[NH2:2][CH2:3][CH2:4][NH:5][C:6]([C:8]1[C:9]([C:19]([F:22])([F:21])[F:20])=[N:10][N:11]([C:13]2[CH:18]=[CH:17][CH:16]=[CH:15][CH:14]=2)[CH:12]=1)=[O:7].[CH3:23][O:24][C:25]1[CH:33]=[CH:32][C:28]([C:29](O)=[O:30])=[CH:27][N:26]=1.CN(C(ON1N=NC2C=CC=NC1=2)=[N+](C)C)C.F[P-](F)(F)(F)(F)F.CCN(C(C)C)C(C)C, predict the reaction product. The product is: [CH3:23][O:24][C:25]1[CH:33]=[CH:32][C:28]([C:29]([NH:2][CH2:3][CH2:4][NH:5][C:6]([C:8]2[C:9]([C:19]([F:21])([F:22])[F:20])=[N:10][N:11]([C:13]3[CH:18]=[CH:17][CH:16]=[CH:15][CH:14]=3)[CH:12]=2)=[O:7])=[O:30])=[CH:27][N:26]=1. (2) Given the reactants [CH3:1][N:2]([CH3:26])[CH2:3][CH2:4][CH2:5][O:6][C:7]1[C:8]([CH3:25])=[C:9]2[N:14]([CH:15]=1)[N:13]=[CH:12][N:11]=[C:10]2[O:16][C:17]1[CH:22]=[CH:21][C:20]([NH2:23])=[CH:19][C:18]=1[F:24].[ClH:27].Cl.FC1C=C(NC(NC(=O)CC2C=CC(F)=CC=2)=S)C=CC=1OC1C2=C(C)C(OCCN3CCN(C)CC3)=CN2N=CN=1.C(NC(=O)OC1C(C)=C2N(C=1)N=CN=C2OC1C=CC(N[C:93]([NH:95][C:96](=[O:105])[CH2:97][C:98]2[CH:103]=[CH:102][C:101]([F:104])=[CH:100][CH:99]=2)=[O:94])=CC=1F)C, predict the reaction product. The product is: [ClH:27].[CH3:26][N:2]([CH3:1])[CH2:3][CH2:4][CH2:5][O:6][C:7]1[C:8]([CH3:25])=[C:9]2[N:14]([CH:15]=1)[N:13]=[CH:12][N:11]=[C:10]2[O:16][C:17]1[CH:22]=[CH:21][C:20]([NH:23][C:93]([NH:95][C:96](=[O:105])[CH2:97][C:98]2[CH:103]=[CH:102][C:101]([F:104])=[CH:100][CH:99]=2)=[O:94])=[CH:19][C:18]=1[F:24]. (3) Given the reactants [N:1]1([S:11]([C:14]2[CH:22]=[CH:21][C:17]([C:18]([OH:20])=O)=[CH:16][CH:15]=2)(=[O:13])=[O:12])[C:10]2[C:5](=[CH:6][CH:7]=[CH:8][CH:9]=2)[CH2:4][CH2:3][CH2:2]1.[NH2:23][C:24]1[CH:25]=[C:26]([CH:30]([OH:32])[CH3:31])[CH:27]=[CH:28][CH:29]=1, predict the reaction product. The product is: [N:1]1([S:11]([C:14]2[CH:15]=[CH:16][C:17]([C:18]([NH:23][C:24]3[CH:29]=[CH:28][CH:27]=[C:26]([CH:30]([OH:32])[CH3:31])[CH:25]=3)=[O:20])=[CH:21][CH:22]=2)(=[O:12])=[O:13])[C:10]2[C:5](=[CH:6][CH:7]=[CH:8][CH:9]=2)[CH2:4][CH2:3][CH2:2]1. (4) Given the reactants [F:1][C:2]1[CH:7]=[CH:6][CH:5]=[CH:4][C:3]=1[NH:8][C:9](=[O:32])[NH:10][C:11]1[CH:16]=[CH:15][C:14]([C:17]2[CH:21]=[C:20]([C:22]([NH:24][C@@H:25]([CH2:30]O)[C:26]([O:28][CH3:29])=[O:27])=[O:23])[O:19][N:18]=2)=[CH:13][CH:12]=1.CC(C)C(NC(C1ON=C(C2C=CC(NC(NC3C=CC(C(F)(F)F)=CC=3)=O)=CC=2)C=1)=O)C(OC)=O.S(Cl)(C)(=O)=O.CCN(CC)CC, predict the reaction product. The product is: [F:1][C:2]1[CH:7]=[CH:6][CH:5]=[CH:4][C:3]=1[NH:8][C:9](=[O:32])[NH:10][C:11]1[CH:16]=[CH:15][C:14]([C:17]2[CH:21]=[C:20]([C:22]([NH:24][C:25](=[CH2:30])[C:26]([O:28][CH3:29])=[O:27])=[O:23])[O:19][N:18]=2)=[CH:13][CH:12]=1. (5) Given the reactants [C:1]([C:4]1[CH:13]=[CH:12][C:7]([C:8]([O:10][CH3:11])=[O:9])=[CH:6][CH:5]=1)(=[O:3])[CH3:2].Br.CS(C)=[O:17], predict the reaction product. The product is: [O:17]=[CH:2][C:1]([C:4]1[CH:13]=[CH:12][C:7]([C:8]([O:10][CH3:11])=[O:9])=[CH:6][CH:5]=1)=[O:3]. (6) Given the reactants Cl.Cl[C:3]1[N:8]=[CH:7][N:6]=[C:5]([C:9]([N:11]2[C:19]3[C:14](=[CH:15][CH:16]=[C:17]([F:20])[CH:18]=3)[CH2:13][CH:12]2[CH2:21][CH3:22])=[O:10])[CH:4]=1.[NH2:23][C:24]1[CH:25]=[C:26]2[C:39](=[CH:40][CH:41]=1)[CH2:38][C:28]1([C:36]3[C:31](=[N:32][CH:33]=[CH:34][CH:35]=3)[NH:30][C:29]1=[O:37])[CH2:27]2, predict the reaction product. The product is: [CH2:21]([CH:12]1[CH2:13][C:14]2[C:19](=[CH:18][C:17]([F:20])=[CH:16][CH:15]=2)[N:11]1[C:9]([C:5]1[N:6]=[CH:7][N:8]=[C:3]([NH:23][C:24]2[CH:25]=[C:26]3[C:39](=[CH:40][CH:41]=2)[CH2:38][C:28]2([C:36]4[C:31](=[N:32][CH:33]=[CH:34][CH:35]=4)[NH:30][C:29]2=[O:37])[CH2:27]3)[CH:4]=1)=[O:10])[CH3:22]. (7) Given the reactants [C:1]([N:4]1[CH2:9][CH2:8][CH:7]([C:10]([OH:12])=O)[CH2:6][CH2:5]1)(=[O:3])[CH3:2].C(Cl)CCl.C1C=CC2N(O)N=NC=2C=1.[NH:27]1[C:36]2[CH2:35][CH2:34][CH2:33][CH2:32][NH:31][C:30]=2[CH:29]=[CH:28]1, predict the reaction product. The product is: [NH:27]1[C:36]2[CH2:35][CH2:34][CH2:33][CH2:32][N:31]([C:10]([CH:7]3[CH2:6][CH2:5][N:4]([C:1](=[O:3])[CH3:2])[CH2:9][CH2:8]3)=[O:12])[C:30]=2[CH:29]=[CH:28]1. (8) Given the reactants [NH2:1][C:2]1[CH:10]=[CH:9][C:8]([C:11]([O:13][CH3:14])=[O:12])=[CH:7][C:3]=1[C:4]([OH:6])=O.Cl.Cl.[CH3:17][C:18]1([CH3:35])[CH2:22][C:21]2([CH2:27][CH2:26][CH2:25][N:24]([CH:28]3[CH2:33][CH2:32][NH:31][CH2:30][CH2:29]3)[CH2:23]2)[C:20](=[O:34])[O:19]1.C(OC(C)C)(C)C, predict the reaction product. The product is: [NH2:1][C:2]1[CH:10]=[CH:9][C:8]([C:11]([O:13][CH3:14])=[O:12])=[CH:7][C:3]=1[C:4]([N:31]1[CH2:32][CH2:33][CH:28]([N:24]2[CH2:25][CH2:26][CH2:27][C:21]3([C:20](=[O:34])[O:19][C:18]([CH3:17])([CH3:35])[CH2:22]3)[CH2:23]2)[CH2:29][CH2:30]1)=[O:6].